Predict the reactants needed to synthesize the given product. From a dataset of Full USPTO retrosynthesis dataset with 1.9M reactions from patents (1976-2016). (1) Given the product [C:1]1([C:7]2[CH:12]=[C:11]([Br:15])[CH:10]=[CH:9][C:8]=2[O:13][CH3:14])[CH:2]=[CH:3][CH:4]=[CH:5][CH:6]=1, predict the reactants needed to synthesize it. The reactants are: [C:1]1([C:7]2[CH:12]=[CH:11][CH:10]=[CH:9][C:8]=2[O:13][CH3:14])[CH:6]=[CH:5][CH:4]=[CH:3][CH:2]=1.[Br-:15].[Br-].[Br-].[NH+]1C=CC=CC=1.[NH+]1C=CC=CC=1.[NH+]1C=CC=CC=1. (2) Given the product [Br:1][C:2]1[CH:7]=[C:6]([CH2:8][OH:9])[CH:5]=[C:4]([CH2:17][C:19]2[CH:24]=[CH:23][CH:22]=[CH:21][N:20]=2)[CH:3]=1, predict the reactants needed to synthesize it. The reactants are: [Br:1][C:2]1[CH:3]=[C:4]([C:17]([C:19]2[CH:24]=[CH:23][CH:22]=[CH:21][N:20]=2)=O)[CH:5]=[C:6]([C:8](C)(C)[O:9][SiH2]C(C)(C)C)[CH:7]=1.NN.C(C1C=C(C(C2C(O)=C3C(C=CC=N3)=C(C)C=2)=O)C=CC=1)C1C=CC=CC=1.[OH-].[K+].Cl. (3) Given the product [CH2:13]([O:15][C:16](=[O:25])[CH:17]([C:18]1[CH:23]=[CH:22][C:21]([Cl:24])=[CH:20][CH:19]=1)[CH2:1][CH3:2])[CH3:14], predict the reactants needed to synthesize it. The reactants are: [CH:1](NC(C)C)(C)[CH3:2].C([Li])CCC.[CH2:13]([O:15][C:16](=[O:25])[CH2:17][C:18]1[CH:23]=[CH:22][C:21]([Cl:24])=[CH:20][CH:19]=1)[CH3:14].C(=O)=O.CC(C)=O.ICC.[NH4+].[Cl-]. (4) The reactants are: [Br:1][C:2]1[CH:10]=[CH:9][C:5]([C:6]([OH:8])=O)=[C:4]([F:11])[CH:3]=1.[CH:12]1([NH2:15])[CH2:14][CH2:13]1. Given the product [Br:1][C:2]1[CH:10]=[CH:9][C:5]([C:6]([NH:15][CH:12]2[CH2:14][CH2:13]2)=[O:8])=[C:4]([F:11])[CH:3]=1, predict the reactants needed to synthesize it.